Dataset: Full USPTO retrosynthesis dataset with 1.9M reactions from patents (1976-2016). Task: Predict the reactants needed to synthesize the given product. (1) The reactants are: [Cl-].O[NH3+:3].[C:4](=[O:7])([O-])[OH:5].[Na+].CS(C)=O.[CH3:13][C:14]1([CH3:52])[CH2:18][O:17][C:16]2([CH2:23][CH2:22][CH:21]([N:24]3[C:29](=[O:30])[C:28]([CH2:31][C:32]4[CH:37]=[CH:36][C:35]([C:38]5[C:39]([C:44]#[N:45])=[CH:40][CH:41]=[CH:42][CH:43]=5)=[CH:34][CH:33]=4)=[C:27]([CH2:46][CH2:47][CH3:48])[N:26]4[N:49]=[CH:50][N:51]=[C:25]34)[CH2:20][CH2:19]2)[O:15]1. Given the product [CH3:52][C:14]1([CH3:13])[CH2:18][O:17][C:16]2([CH2:19][CH2:20][CH:21]([N:24]3[C:29](=[O:30])[C:28]([CH2:31][C:32]4[CH:37]=[CH:36][C:35]([C:38]5[CH:43]=[CH:42][CH:41]=[CH:40][C:39]=5[C:44]5[NH:3][C:4](=[O:7])[O:5][N:45]=5)=[CH:34][CH:33]=4)=[C:27]([CH2:46][CH2:47][CH3:48])[N:26]4[N:49]=[CH:50][N:51]=[C:25]34)[CH2:22][CH2:23]2)[O:15]1, predict the reactants needed to synthesize it. (2) Given the product [CH3:25][C:21]([C:18]1[CH:17]=[CH:16][C:15]([N:14]2[C:5]3[C:4]4[CH:3]=[C:2]([CH3:1])[CH:11]=[CH:10][C:9]=4[N:8]=[CH:7][C:6]=3[N:12]([S:44]([C:36]3[CH:37]=[C:38]([N+:41]([O-:43])=[O:42])[CH:39]=[CH:40][C:35]=3[CH3:34])(=[O:45])=[O:46])[C:13]2=[O:26])=[CH:20][CH:19]=1)([CH3:24])[C:22]#[N:23], predict the reactants needed to synthesize it. The reactants are: [CH3:1][C:2]1[CH:11]=[CH:10][C:9]2[N:8]=[CH:7][C:6]3[NH:12][C:13](=[O:26])[N:14]([C:15]4[CH:20]=[CH:19][C:18]([C:21]([CH3:25])([CH3:24])[C:22]#[N:23])=[CH:17][CH:16]=4)[C:5]=3[C:4]=2[CH:3]=1.C(N(CC)CC)C.[CH3:34][C:35]1[CH:40]=[CH:39][C:38]([N+:41]([O-:43])=[O:42])=[CH:37][C:36]=1[S:44](Cl)(=[O:46])=[O:45].O. (3) Given the product [NH2:17][CH2:2][C:3]1[CH:10]=[CH:9][C:6]([C:7]#[N:8])=[CH:5][C:4]=1[F:11], predict the reactants needed to synthesize it. The reactants are: Br[CH2:2][C:3]1[CH:10]=[CH:9][C:6]([C:7]#[N:8])=[CH:5][C:4]=1[F:11].[K].C1(=O)[NH:17]C(=O)C2=CC=CC=C12.NN. (4) Given the product [F:1][C:2]1[CH:3]=[C:4]([CH:8]=[CH:9][C:10]=1[C:11]1[S:12][C:13]2[C:18]([N:19]=1)=[CH:17][CH:16]=[C:15]([C:20]1([C:23]3[CH:28]=[CH:27][CH:26]=[CH:25][CH:24]=3)[CH2:22][CH2:21]1)[N:14]=2)[C:5]#[N:35], predict the reactants needed to synthesize it. The reactants are: [F:1][C:2]1[CH:3]=[C:4]([CH:8]=[CH:9][C:10]=1[C:11]1[S:12][C:13]2[C:18]([N:19]=1)=[CH:17][CH:16]=[C:15]([C:20]1([C:23]3[CH:28]=[CH:27][CH:26]=[CH:25][CH:24]=3)[CH2:22][CH2:21]1)[N:14]=2)[C:5](O)=O.ClCCCl.C(#[N:35])C.ClS(N=C=O)(=O)=O.C(N(CC)CC)C.